This data is from Full USPTO retrosynthesis dataset with 1.9M reactions from patents (1976-2016). The task is: Predict the reactants needed to synthesize the given product. (1) Given the product [NH2:1][C:17]1[C:14]2[C:15](=[O:16])[N:9]([C:6]3[CH:7]=[CH:8][C:3]([Br:2])=[CH:4][CH:5]=3)[CH2:10][CH2:11][O:12][C:13]=2[N:20]=[C:19]([CH3:21])[N:18]=1, predict the reactants needed to synthesize it. The reactants are: [NH3:1].[Br:2][C:3]1[CH:8]=[CH:7][C:6]([N:9]2[C:15](=[O:16])[C:14]3[C:17](Cl)=[N:18][C:19]([CH3:21])=[N:20][C:13]=3[O:12][CH2:11][CH2:10]2)=[CH:5][CH:4]=1. (2) The reactants are: Br[C:2]1[CH:3]=[N:4][CH:5]=[N:6][CH:7]=1.C([Mg]Cl)(C)C.[Br:13][C:14]1[CH:15]=[CH:16][C:17]([F:22])=[C:18]([CH:21]=1)[CH:19]=[O:20]. Given the product [Br:13][C:14]1[CH:15]=[CH:16][C:17]([F:22])=[C:18]([CH:19]([C:2]2[CH:3]=[N:4][CH:5]=[N:6][CH:7]=2)[OH:20])[CH:21]=1, predict the reactants needed to synthesize it. (3) Given the product [F:1][C:2]1[CH:8]=[CH:7][CH:6]=[C:5]([F:9])[C:3]=1[NH:4][CH2:12][CH:13]([CH3:16])[CH3:14], predict the reactants needed to synthesize it. The reactants are: [F:1][C:2]1[CH:8]=[CH:7][CH:6]=[C:5]([F:9])[C:3]=1[NH2:4].[I-].[K+].[CH3:12][CH:13]([CH3:16])[CH2:14]O.ClCCl. (4) Given the product [CH3:2][O:3][C:4](=[O:29])[C@@H:5]([NH:8][C:9]([C:11]1[S:12][C:13]([C:18](=[O:28])[NH:19][CH2:20][C:21]2[CH:26]=[CH:25][CH:24]=[C:23]([OH:27])[CH:22]=2)=[CH:14][C:15]=1[C:16]#[N:17])=[O:10])[CH2:6][NH:7][C:76]([C:72]1[S:71][CH:75]=[CH:74][CH:73]=1)=[O:77], predict the reactants needed to synthesize it. The reactants are: Cl.[CH3:2][O:3][C:4](=[O:29])[C@@H:5]([NH:8][C:9]([C:11]1[S:12][C:13]([C:18](=[O:28])[NH:19][CH2:20][C:21]2[CH:26]=[CH:25][CH:24]=[C:23]([OH:27])[CH:22]=2)=[CH:14][C:15]=1[C:16]#[N:17])=[O:10])[CH2:6][NH2:7].C(N(CC)CC)C.CN(C(ON1N=NC2C=CC=CC1=2)=[N+](C)C)C.F[P-](F)(F)(F)(F)F.C1C=CC2N(O)N=NC=2C=1.[S:71]1[CH:75]=[CH:74][CH:73]=[C:72]1[C:76](O)=[O:77]. (5) Given the product [C:13]([O:16][CH2:17][C:18]1[C:19]([N:33]2[CH2:44][CH2:43][N:42]3[C:41]4[CH2:40][CH2:39][CH2:45][CH2:38][C:37]=4[CH:36]=[C:35]3[C:34]2=[O:47])=[N:20][CH:21]=[CH:22][C:23]=1[C:24]1[CH:29]=[C:28]([NH:12][C:10]2[CH:11]=[C:3]3[CH:2]([CH3:1])[N:7]([CH3:8])[CH2:6][CH2:5][N:4]3[N:9]=2)[C:27](=[O:31])[N:26]([CH3:32])[CH:25]=1)(=[O:15])[CH3:14], predict the reactants needed to synthesize it. The reactants are: [CH3:1][CH:2]1[N:7]([CH3:8])[CH2:6][CH2:5][N:4]2[N:9]=[C:10]([NH2:12])[CH:11]=[C:3]12.[C:13]([O:16][CH2:17][C:18]1[C:19]([N:33]2[CH2:44][CH2:43][N:42]3[C:35](=[CH:36][C:37]4[CH2:38][C:39](C)([CH3:45])[CH2:40][C:41]=43)[C:34]2=[O:47])=[N:20][CH:21]=[CH:22][C:23]=1[C:24]1[CH:29]=[C:28](Br)[C:27](=[O:31])[N:26]([CH3:32])[CH:25]=1)(=[O:15])[CH3:14].CC1(C)C2C(=C(P(C3C=CC=CC=3)C3C=CC=CC=3)C=CC=2)OC2C(P(C3C=CC=CC=3)C3C=CC=CC=3)=CC=CC1=2.C([O-])([O-])=O.[Cs+].[Cs+]. (6) The reactants are: [F:1][C:2]1[CH:7]=[CH:6][CH:5]=[CH:4][C:3]=1[OH:8].F[C:10]1[CH:15]=[CH:14][CH:13]=[CH:12][C:11]=1[N+:16]([O-:18])=[O:17].[F:19][C:20]1[CH:33]=[CH:32][CH:31]=[CH:30][C:21]=1[O:22][C:23]1[CH:29]=[CH:28][CH:27]=[CH:26][C:24]=1[NH2:25].[NH2:34][C:35]1[S:36][CH:37]=[CH:38][N:39]=1. Given the product [F:1][C:2]1[CH:7]=[CH:6][CH:5]=[CH:4][C:3]=1[O:8][C:10]1[CH:15]=[CH:14][CH:13]=[CH:12][C:11]=1[N+:16]([O-:18])=[O:17].[F:19][C:20]1[CH:33]=[CH:32][CH:31]=[CH:30][C:21]=1[O:22][C:23]1[CH:29]=[CH:28][CH:27]=[CH:26][C:24]=1[NH:25][C:3]([NH:34][C:35]1[S:36][CH:37]=[CH:38][N:39]=1)=[O:8], predict the reactants needed to synthesize it. (7) The reactants are: [O:1]1[C:8]2[CH:7]=[C:6]([C:9]([OH:11])=[O:10])[NH:5][C:4]=2[CH:3]=[CH:2]1.[C:12]([O:17][CH2:18]Cl)(=[O:16])[CH2:13][CH2:14][CH3:15]. Given the product [O:1]1[C:8]2[CH:7]=[C:6]([C:9]([O:11][CH2:18][O:17][C:12](=[O:16])[CH2:13][CH2:14][CH3:15])=[O:10])[NH:5][C:4]=2[CH:3]=[CH:2]1, predict the reactants needed to synthesize it. (8) Given the product [CH2:21]([N:23]1[C:27]2=[N:28][C:29]([CH2:44][CH3:45])=[C:30]([CH2:39][OH:40])[C:31]([NH:32][CH:33]3[CH2:34][CH2:35][O:36][CH2:37][CH2:38]3)=[C:26]2[CH:25]=[N:24]1)[CH3:22], predict the reactants needed to synthesize it. The reactants are: C(N1C2=NC=C(CO)C(NC3CCOCC3)=C2C=N1)C.[CH2:21]([N:23]1[C:27]2=[N:28][C:29]([CH2:44][CH3:45])=[C:30]([C:39](OCC)=[O:40])[C:31]([NH:32][CH:33]3[CH2:38][CH2:37][O:36][CH2:35][CH2:34]3)=[C:26]2[CH:25]=[N:24]1)[CH3:22].